Dataset: Forward reaction prediction with 1.9M reactions from USPTO patents (1976-2016). Task: Predict the product of the given reaction. Given the reactants [CH3:1][O:2][C:3](=[O:39])[CH2:4][CH2:5][C:6]1[CH:11]=[CH:10][C:9]([F:12])=[CH:8][C:7]=1[CH2:13][CH:14]1[CH:19]([C:20](=O)[NH:21][CH:22]([C:25](=[O:36])[NH:26][CH2:27][CH2:28][CH2:29][CH2:30][CH2:31][CH2:32][CH2:33][CH2:34][CH3:35])[CH2:23][OH:24])[CH:18]2[O:38][CH:15]1[CH2:16][CH2:17]2.CCN(S(F)(F)F)CC.C(=O)([O-])[O-].[K+].[K+].C([O-])(O)=O.[Na+], predict the reaction product. The product is: [CH3:1][O:2][C:3](=[O:39])[CH2:4][CH2:5][C:6]1[CH:11]=[CH:10][C:9]([F:12])=[CH:8][C:7]=1[CH2:13][CH:14]1[CH:19]([C:20]2[O:24][CH2:23][CH:22]([C:25](=[O:36])[NH:26][CH2:27][CH2:28][CH2:29][CH2:30][CH2:31][CH2:32][CH2:33][CH2:34][CH3:35])[N:21]=2)[CH:18]2[O:38][CH:15]1[CH2:16][CH2:17]2.